Dataset: Forward reaction prediction with 1.9M reactions from USPTO patents (1976-2016). Task: Predict the product of the given reaction. (1) Given the reactants [Cl:1][C:2]1[C:3]([NH:8][C@@H:9]2[CH2:14][CH2:13][CH2:12][N:11]([C:15]([O:17][C:18]([CH3:21])([CH3:20])[CH3:19])=[O:16])[CH2:10]2)=[N:4][CH:5]=[CH:6][CH:7]=1.[CH3:22][C:23]1[CH:24]=[C:25]2[N:31]=[N:30][N:29]([C:32]3[CH:33]=[CH:34][C:35]([C:38](O)=[O:39])=[N:36][CH:37]=3)[C:26]2=[N:27][CH:28]=1, predict the reaction product. The product is: [Cl:1][C:2]1[C:3]([N:8]([C:38]([C:35]2[CH:34]=[CH:33][C:32]([N:29]3[C:26]4=[N:27][CH:28]=[C:23]([CH3:22])[CH:24]=[C:25]4[N:31]=[N:30]3)=[CH:37][N:36]=2)=[O:39])[C@@H:9]2[CH2:14][CH2:13][CH2:12][N:11]([C:15]([O:17][C:18]([CH3:21])([CH3:20])[CH3:19])=[O:16])[CH2:10]2)=[N:4][CH:5]=[CH:6][CH:7]=1. (2) Given the reactants Cl.[CH:2]1([CH2:5][O:6][C:7]2[CH:12]=[C:11]([F:13])[CH:10]=[CH:9][C:8]=2[C:14]2[C:15]3[NH:22][C:21]([CH3:23])=[C:20]([C:24]([NH:26][CH:27]4[CH2:32][CH2:31][NH:30][CH2:29][CH2:28]4)=[O:25])[C:16]=3[N:17]=[CH:18][N:19]=2)[CH2:4][CH2:3]1.[C:33](Cl)(=[O:35])[CH3:34], predict the reaction product. The product is: [C:33]([N:30]1[CH2:29][CH2:28][CH:27]([NH:26][C:24]([C:20]2[C:16]3[N:17]=[CH:18][N:19]=[C:14]([C:8]4[CH:9]=[CH:10][C:11]([F:13])=[CH:12][C:7]=4[O:6][CH2:5][CH:2]4[CH2:4][CH2:3]4)[C:15]=3[NH:22][C:21]=2[CH3:23])=[O:25])[CH2:32][CH2:31]1)(=[O:35])[CH3:34].